Dataset: Forward reaction prediction with 1.9M reactions from USPTO patents (1976-2016). Task: Predict the product of the given reaction. Given the reactants Cl[C:2]1[N:7]=[C:6]([CH3:8])[CH:5]=[CH:4][N:3]=1.[F:9][C:10]([F:21])([F:20])[C:11]1[CH:16]=[CH:15][CH:14]=[CH:13][C:12]=1B(O)O.C1(P(C2CCCCC2)C2C=CC=CC=2C2C=CC=CC=2N(C)C)CCCCC1.P([O-])([O-])([O-])=O.[K+].[K+].[K+], predict the reaction product. The product is: [CH3:8][C:6]1[CH:5]=[CH:4][N:3]=[C:2]([C:12]2[CH:13]=[CH:14][CH:15]=[CH:16][C:11]=2[C:10]([F:21])([F:20])[F:9])[N:7]=1.